From a dataset of Reaction yield outcomes from USPTO patents with 853,638 reactions. Predict the reaction yield, written as a fraction of the theoretical maximum amount of product (1.0 means a 100% yield; for example, 0.34 means a 34% yield). (1) The reactants are FC(F)(F)S(O[C:7]1[C:12]([CH3:13])=[CH:11][C:10]([N+:14]([O-:16])=[O:15])=[CH:9][C:8]=1[Br:17])(=O)=O.[CH2:20](C([Sn])=C(CCCC)CCCC)[CH2:21]CC.[Li+].[Cl-].[OH-].[Na+]. The catalyst is CN(C=O)C. The product is [Br:17][C:8]1[CH:9]=[C:10]([N+:14]([O-:16])=[O:15])[CH:11]=[C:12]([CH3:13])[C:7]=1[CH:20]=[CH2:21]. The yield is 0.300. (2) The reactants are [O:1]=[C:2]([CH2:8][C:9]([O:11][CH3:12])=[O:10])[CH2:3][C:4]([O:6][CH3:7])=[O:5].ClC(C)C=O.N1C=[CH:22][CH:21]=[CH:20][CH:19]=1. The catalyst is C(Cl)Cl. The product is [CH2:21]([C:20]1[O:1][C:2]([CH2:8][C:9]([O:11][CH3:12])=[O:10])=[C:3]([C:4]([O:6][CH3:7])=[O:5])[CH:19]=1)[CH3:22]. The yield is 0.220. (3) The reactants are C(N1CCN(C2SC(C(O)=O)=C(C)N=2)C1=O)C1C=CC=CC=1.[CH3:23][C:24]1[N:25]=[C:26]([N:32]2[CH2:36][CH2:35][N:34]([CH2:37][C:38]3[CH:43]=[CH:42][C:41]([C:44]([F:47])([F:46])[F:45])=[CH:40][CH:39]=3)[C:33]2=[O:48])[S:27][C:28]=1[C:29]([OH:31])=O.[NH2:49][CH2:50][C:51]1[CH:52]=[N:53][CH:54]=[CH:55][CH:56]=1. No catalyst specified. The product is [CH3:23][C:24]1[N:25]=[C:26]([N:32]2[CH2:36][CH2:35][N:34]([CH2:37][C:38]3[CH:43]=[CH:42][C:41]([C:44]([F:45])([F:46])[F:47])=[CH:40][CH:39]=3)[C:33]2=[O:48])[S:27][C:28]=1[C:29]([NH:49][CH2:50][C:51]1[CH:52]=[N:53][CH:54]=[CH:55][CH:56]=1)=[O:31]. The yield is 0.490. (4) The reactants are I[C:2]1[C:10]2[C:5](=[CH:6][C:7]([C@H:11]3[C@@:13]4([C:21]5[C:16](=[CH:17][CH:18]=[C:19]([O:22][CH3:23])[CH:20]=5)[NH:15][C:14]4=[O:24])[CH2:12]3)=[CH:8][CH:9]=2)[NH:4][N:3]=1.[C:25]([C:27]1[CH:34]=[CH:33][C:30]([CH:31]=[O:32])=[CH:29][CH:28]=1)#[CH:26].CN(C=O)C. The catalyst is Cl[Pd](Cl)([P](C1C=CC=CC=1)(C1C=CC=CC=1)C1C=CC=CC=1)[P](C1C=CC=CC=1)(C1C=CC=CC=1)C1C=CC=CC=1.[Cu]I.CCN(CC)CC. The product is [CH3:23][O:22][C:19]1[CH:20]=[C:21]2[C:16](=[CH:17][CH:18]=1)[NH:15][C:14](=[O:24])[C@:13]12[CH2:12][C@H:11]1[C:7]1[CH:6]=[C:5]2[C:10]([C:2]([C:26]#[C:25][C:27]3[CH:34]=[CH:33][C:30]([CH:31]=[O:32])=[CH:29][CH:28]=3)=[N:3][NH:4]2)=[CH:9][CH:8]=1. The yield is 0.630.